Task: Predict the reaction yield, written as a fraction of the theoretical maximum amount of product (1.0 means a 100% yield; for example, 0.34 means a 34% yield).. Dataset: Reaction yield outcomes from USPTO patents with 853,638 reactions (1) The reactants are [NH2:1][CH2:2][C@@H:3]([NH:23][C:24](=[O:36])[C:25]1[CH:30]=[CH:29][C:28]([O:31][CH:32]([CH3:34])[CH3:33])=[C:27]([Cl:35])[CH:26]=1)[CH2:4][C:5]1[CH:10]=[CH:9][C:8]([C:11]2[N:12]=[C:13]3[C:18]([CH:19]([OH:21])[CH3:20])=[CH:17][CH:16]=[CH:15][N:14]3[CH:22]=2)=[CH:7][CH:6]=1.CCN=C=NCCCN(C)C.C(N(CC)C(C)C)(C)C.[CH3:57][N:58]([CH3:63])[CH2:59][C:60](O)=[O:61]. The catalyst is C(Cl)Cl.O. The product is [Cl:35][C:27]1[CH:26]=[C:25]([CH:30]=[CH:29][C:28]=1[O:31][CH:32]([CH3:33])[CH3:34])[C:24]([NH:23][C@@H:3]([CH2:4][C:5]1[CH:10]=[CH:9][C:8]([C:11]2[N:12]=[C:13]3[C:18]([CH:19]([OH:21])[CH3:20])=[CH:17][CH:16]=[CH:15][N:14]3[CH:22]=2)=[CH:7][CH:6]=1)[CH2:2][NH:1][C:60](=[O:61])[CH2:59][N:58]([CH3:63])[CH3:57])=[O:36]. The yield is 0.480. (2) The reactants are [Cl:1][C:2]1[CH:3]=[N+:4]([O-:38])[CH:5]=[C:6]([Cl:37])[C:7]=1[CH2:8][C@@H:9]([C:22]1[CH:27]=[CH:26][C:25]([O:28][CH:29]([F:31])[F:30])=[C:24]([O:32][CH2:33][CH:34]2[CH2:36][CH2:35]2)[CH:23]=1)[O:10][C:11](=[O:21])[C:12]1[CH:17]=[CH:16][C:15]([O:18][CH3:19])=[C:14]([OH:20])[CH:13]=1.[C:39]([NH:46][C@H:47]([C:51](O)=[O:52])[CH:48]([CH3:50])[CH3:49])([O:41][C:42]([CH3:45])([CH3:44])[CH3:43])=[O:40]. No catalyst specified. The product is [C:42]([O:41][C:39]([NH:46][C@@H:47]([CH:48]([CH3:50])[CH3:49])[C:51]([O:20][C:14]1[CH:13]=[C:12]([CH:17]=[CH:16][C:15]=1[O:18][CH3:19])[C:11]([O:10][C@H:9]([C:22]1[CH:27]=[CH:26][C:25]([O:28][CH:29]([F:31])[F:30])=[C:24]([O:32][CH2:33][CH:34]2[CH2:36][CH2:35]2)[CH:23]=1)[CH2:8][C:7]1[C:2]([Cl:1])=[CH:3][N+:4]([O-:38])=[CH:5][C:6]=1[Cl:37])=[O:21])=[O:52])=[O:40])([CH3:45])([CH3:44])[CH3:43]. The yield is 1.00.